This data is from Cav3 T-type calcium channel HTS with 100,875 compounds. The task is: Binary Classification. Given a drug SMILES string, predict its activity (active/inactive) in a high-throughput screening assay against a specified biological target. (1) The drug is Clc1c(nn2c1nc(cc2C)C)c1c(n(nc1)C)C(F)(F)F. The result is 0 (inactive). (2) The molecule is OCCNc1n(c2c(n1)cc(cc2)C)C. The result is 0 (inactive). (3) The molecule is S(=O)(=O)(NCc1cccnc1)c1cc2OCCOc2cc1. The result is 0 (inactive). (4) The result is 0 (inactive). The compound is Clc1ccc(S(=O)(=O)n2nc(N)c(c2)c2cc(ccc2)C#N)cc1.